The task is: Predict the reaction yield, written as a fraction of the theoretical maximum amount of product (1.0 means a 100% yield; for example, 0.34 means a 34% yield).. This data is from Reaction yield outcomes from USPTO patents with 853,638 reactions. The reactants are N(OC(C)(C)C)=O.N[C:9]1[CH:10]=[CH:11][C:12]([O:17][C:18]([F:21])([F:20])[F:19])=[C:13]([CH2:15][OH:16])[CH:14]=1.[ClH:22]. The catalyst is C(#N)C.[Cu](Cl)Cl. The product is [Cl:22][C:9]1[CH:10]=[CH:11][C:12]([O:17][C:18]([F:21])([F:20])[F:19])=[C:13]([CH2:15][OH:16])[CH:14]=1. The yield is 0.660.